From a dataset of Forward reaction prediction with 1.9M reactions from USPTO patents (1976-2016). Predict the product of the given reaction. Given the reactants [C:1]([O:4][CH:5]=C)(=O)C.CCCC[Sn](Cl)(O[Sn](Cl)(CCCC)CCCC)CCCC.[C:28]([O:31][CH2:32][C:33]1[CH:34]=[CH:35][C:36]([CH2:40][C:41]2[CH:46]=[CH:45][C:44](OC)=[CH:43][CH:42]=2)=[C:37]([OH:39])[CH:38]=1)(=[O:30])[CH3:29], predict the reaction product. The product is: [C:28]([O:31][CH2:32][C:33]1[CH:34]=[CH:35][C:36]([CH2:40][C:41]2[CH:42]=[CH:43][C:44]([CH2:1][O:4][CH3:5])=[CH:45][CH:46]=2)=[C:37]([OH:39])[CH:38]=1)(=[O:30])[CH3:29].